From a dataset of Forward reaction prediction with 1.9M reactions from USPTO patents (1976-2016). Predict the product of the given reaction. Given the reactants [NH2:1][CH2:2][CH:3]([CH:5]([NH:27][C:28](=[O:34])[O:29][C:30]([CH3:33])([CH3:32])[CH3:31])[CH2:6][CH:7]([CH2:11][C:12]1[CH:13]=[C:14]2[C:18](=[CH:19][CH:20]=1)[N:17]([CH3:21])[CH:16]=[C:15]2[CH2:22][CH2:23][CH2:24][O:25][CH3:26])[CH:8]([CH3:10])[CH3:9])[OH:4].C(=O)([O-])[O-].[Na+].[Na+].[C:41](Cl)(=[O:46])[C:42]([CH3:45])([CH3:44])[CH3:43].O, predict the reaction product. The product is: [CH3:43][C:42]([CH3:45])([CH3:44])[C:41]([NH:1][CH2:2][CH:3]([CH:5]([NH:27][C:28](=[O:34])[O:29][C:30]([CH3:32])([CH3:31])[CH3:33])[CH2:6][CH:7]([CH2:11][C:12]1[CH:13]=[C:14]2[C:18](=[CH:19][CH:20]=1)[N:17]([CH3:21])[CH:16]=[C:15]2[CH2:22][CH2:23][CH2:24][O:25][CH3:26])[CH:8]([CH3:9])[CH3:10])[OH:4])=[O:46].